From a dataset of Forward reaction prediction with 1.9M reactions from USPTO patents (1976-2016). Predict the product of the given reaction. (1) Given the reactants [CH2:1]([C:3]1[C:11]([N:12]([CH2:20][CH:21]2[CH2:26][CH2:25][O:24][CH2:23][CH2:22]2)C(=O)OC(C)(C)C)=[C:6]2[CH:7]=[CH:8][CH:9]=[CH:10][N:5]2[N:4]=1)[CH3:2].[ClH:27].C(OCC)(=O)C, predict the reaction product. The product is: [ClH:27].[CH2:1]([C:3]1[C:11]([NH:12][CH2:20][CH:21]2[CH2:26][CH2:25][O:24][CH2:23][CH2:22]2)=[C:6]2[CH:7]=[CH:8][CH:9]=[CH:10][N:5]2[N:4]=1)[CH3:2]. (2) Given the reactants [CH:1]1([CH2:6][C@@H:7]([C:12]([N:14]2[CH:18]([C:19]([NH:21][C:22]3[CH:27]=[CH:26][CH:25]=[C:24]([CH2:28][CH3:29])[N:23]=3)=[O:20])[CH2:17][CH:16]=[N:15]2)=[O:13])[CH2:8][C:9]([OH:11])=O)[CH2:5][CH2:4][CH2:3][CH2:2]1.CN1CCOCC1.Cl.[C:38]1([CH2:44][O:45][NH2:46])[CH:43]=[CH:42][CH:41]=[CH:40][CH:39]=1.C(Cl)CCl.N1C2C(=NC=CC=2)N(O)N=1, predict the reaction product. The product is: [CH:1]1([CH2:6][C@H:7]([CH2:8][C:9](=[O:11])[NH:46][O:45][CH2:44][C:38]2[CH:43]=[CH:42][CH:41]=[CH:40][CH:39]=2)[C:12]([N:14]2[C@H:18]([C:19]([NH:21][C:22]3[CH:27]=[CH:26][CH:25]=[C:24]([CH2:28][CH3:29])[N:23]=3)=[O:20])[CH2:17][CH:16]=[N:15]2)=[O:13])[CH2:5][CH2:4][CH2:3][CH2:2]1. (3) The product is: [CH3:1][O:2][CH2:3][O:4][C:5]1[CH:13]=[C:12]([CH:14]([CH3:16])[CH3:15])[CH:11]=[CH:10][C:6]=1[C:7]([NH:48][C:43]1[CH:44]=[CH:45][CH:46]=[CH:47][C:42]=1[C:41]([NH:40][C:37]1[CH:36]=[CH:35][C:34]([Cl:33])=[CH:39][N:38]=1)=[O:49])=[O:9]. Given the reactants [CH3:1][O:2][CH2:3][O:4][C:5]1[CH:13]=[C:12]([CH:14]([CH3:16])[CH3:15])[CH:11]=[CH:10][C:6]=1[C:7]([OH:9])=O.[O-]CC.[Na+].C(Cl)(=O)C(Cl)=O.N1C=CC=CC=1.[Cl:33][C:34]1[CH:35]=[CH:36][C:37]([NH:40][C:41](=[O:49])[C:42]2[CH:47]=[CH:46][CH:45]=[CH:44][C:43]=2[NH2:48])=[N:38][CH:39]=1, predict the reaction product. (4) Given the reactants [CH3:1][O:2][C:3](=[O:21])[C:4]1[CH:9]=[C:8]([O:10][CH3:11])[CH:7]=[C:6]([O:12][CH2:13][CH:14](OCC)OCC)[CH:5]=1, predict the reaction product. The product is: [CH3:1][O:2][C:3]([C:4]1[CH:9]=[C:8]([O:10][CH3:11])[CH:7]=[C:6]2[O:12][CH:13]=[CH:14][C:5]=12)=[O:21]. (5) Given the reactants [C:18]1(P([C:14]2[CH:19]=[CH:18][CH:17]=[CH:16]C=2)[C:18]2[CH:19]=[CH:14]C=[CH:16][CH:17]=2)[CH:19]=[CH:14]C=[CH:16][CH:17]=1.[N+:20]([C:23]1[CH:31]=[CH:30][C:26]([C:27]([OH:29])=[O:28])=[CH:25][CH:24]=1)([O-:22])=[O:21].[N:32]([C:40]([O:42][CH:43]([CH3:45])[CH3:44])=[O:41])=[N:32][C:40]([O:42][CH:43]([CH3:45])[CH3:44])=[O:41].[C:46](=O)([O-])O.[Na+], predict the reaction product. The product is: [N+:20]([C:23]1[CH:24]=[CH:25][C:26]([C:27]([O:29][CH:19]2[CH2:18][CH:17]([CH2:16][NH:32][C:40]([O:42][C:43]([CH3:45])([CH3:46])[CH3:44])=[O:41])[CH2:14]2)=[O:28])=[CH:30][CH:31]=1)([O-:22])=[O:21].